From a dataset of Retrosynthesis with 50K atom-mapped reactions and 10 reaction types from USPTO. Predict the reactants needed to synthesize the given product. (1) Given the product COc1cc2c(cc1I)C(=O)CC2, predict the reactants needed to synthesize it. The reactants are: CI.O=C1CCc2cc(O)c(I)cc21. (2) The reactants are: CC(=O)N1CCC(C(=O)O)CC1.CN(C(=O)c1cc(C(F)(F)F)cc(C(F)(F)F)c1)[C@@H]1CCNC[C@H]1c1ccc(Cl)cc1. Given the product CC(=O)N1CCC(C(=O)N2CC[C@@H](N(C)C(=O)c3cc(C(F)(F)F)cc(C(F)(F)F)c3)[C@H](c3ccc(Cl)cc3)C2)CC1, predict the reactants needed to synthesize it.